Dataset: Reaction yield outcomes from USPTO patents with 853,638 reactions. Task: Predict the reaction yield, written as a fraction of the theoretical maximum amount of product (1.0 means a 100% yield; for example, 0.34 means a 34% yield). (1) The product is [P:39]([O:40][CH2:41][CH:42]=[CH2:43])([O:44][CH2:45][CH:46]=[CH2:47])([O:10][CH2:9][C@@:8]([NH:7][C:5]([O:4][CH2:1][CH:2]=[CH2:3])=[O:6])([CH3:29])[CH2:11][CH2:12][C:13]1[O:14][C:15]([C:18]#[C:19][CH2:20][CH2:21][O:22][CH:23]2[CH2:28][CH2:27][CH2:26][CH2:25][CH2:24]2)=[CH:16][CH:17]=1)=[O:59]. The reactants are [CH2:1]([O:4][C:5]([NH:7][C@:8]([CH3:29])([CH2:11][CH2:12][C:13]1[O:14][C:15]([C:18]#[C:19][CH2:20][CH2:21][O:22][CH:23]2[CH2:28][CH2:27][CH2:26][CH2:25][CH2:24]2)=[CH:16][CH:17]=1)[CH2:9][OH:10])=[O:6])[CH:2]=[CH2:3].N1C=NN=N1.C(N(C(C)C)[P:39]([O:44][CH2:45][CH:46]=[CH2:47])[O:40][CH2:41][CH:42]=[CH2:43])(C)C.ClC1C=CC=C(C(OO)=[O:59])C=1.S([O-])([O-])(=O)=S.[Na+].[Na+]. The yield is 0.810. The catalyst is ClCCl. (2) The reactants are [C:1]([C:3]1[CH:8]=[CH:7][C:6]([N:9]([CH2:18][CH:19]2[CH2:21][CH2:20]2)[CH2:10][C:11]([O:13]C(C)(C)C)=[O:12])=[CH:5][C:4]=1[C:22]([F:25])([F:24])[F:23])#[N:2].C(O)(C(F)(F)F)=O.C([SiH](CC)CC)C. The catalyst is C(Cl)Cl. The product is [C:1]([C:3]1[CH:8]=[CH:7][C:6]([N:9]([CH2:18][CH:19]2[CH2:20][CH2:21]2)[CH2:10][C:11]([OH:13])=[O:12])=[CH:5][C:4]=1[C:22]([F:23])([F:25])[F:24])#[N:2]. The yield is 0.710. (3) The reactants are [C:1]([O:5][C:6](=[O:45])[NH:7][C@:8]([CH3:44])([C:23]1[CH:32]=[CH:31][C:30]2[C:25](=[CH:26][CH:27]=[C:28]([O:33][C@H:34]3[CH2:39][CH2:38][C@H:37]([C:40]([F:43])([F:42])[F:41])[CH2:36][CH2:35]3)[CH:29]=2)[CH:24]=1)[CH2:9][O:10][P:11]([O:18][C:19]([CH3:22])([CH3:21])[CH3:20])([O:13][C:14]([CH3:17])([CH3:16])[CH3:15])=[O:12])([CH3:4])([CH3:3])[CH3:2].C(OC(=O)N[C@](C)(C1C=CC2C(=CC=C(O[C@H]3CC[C@H]([C:66]([F:69])([F:68])[F:67])CC3)C=2[C:66]([F:69])([F:68])[F:67])C=1)CO)(C)(C)C. No catalyst specified. The product is [C:1]([O:5][C:6](=[O:45])[NH:7][C@:8]([CH3:44])([C:23]1[CH:32]=[CH:31][C:30]2[C:25](=[CH:26][CH:27]=[C:28]([O:33][C@H:34]3[CH2:35][CH2:36][C@H:37]([C:40]([F:41])([F:42])[F:43])[CH2:38][CH2:39]3)[C:29]=2[C:66]([F:69])([F:68])[F:67])[CH:24]=1)[CH2:9][O:10][P:11]([O:18][C:19]([CH3:22])([CH3:21])[CH3:20])([O:13][C:14]([CH3:15])([CH3:16])[CH3:17])=[O:12])([CH3:2])([CH3:3])[CH3:4]. The yield is 0.820. (4) The reactants are [CH3:1][N:2]1[CH:6]=[C:5]([NH:7][C:8]([O:10][CH2:11][CH2:12][S:13][C:14]2[CH:19]=[CH:18][C:17]([C:20]([F:23])([F:22])[F:21])=[CH:16][CH:15]=2)=[O:9])[N:4]=[C:3]1[C:24]([O:26]CC)=[O:25].[Li+].[OH-].Cl. The catalyst is C1COCC1.O. The product is [CH3:1][N:2]1[CH:6]=[C:5]([NH:7][C:8]([O:10][CH2:11][CH2:12][S:13][C:14]2[CH:15]=[CH:16][C:17]([C:20]([F:23])([F:21])[F:22])=[CH:18][CH:19]=2)=[O:9])[N:4]=[C:3]1[C:24]([OH:26])=[O:25]. The yield is 0.809. (5) The reactants are [NH2:1][C:2]1[N:7]=[C:6](Br)[C:5]([C:9]#[N:10])=[C:4]([S:11][CH3:12])[N:3]=1.[C:13]1([OH:19])[CH:18]=[CH:17][CH:16]=[CH:15][CH:14]=1.C1CCN2C(=NCCC2)CC1.O. The catalyst is COCCOC. The product is [NH2:1][C:2]1[N:3]=[C:4]([S:11][CH3:12])[C:5]([C:9]#[N:10])=[C:6]([O:19][C:13]2[CH:18]=[CH:17][CH:16]=[CH:15][CH:14]=2)[N:7]=1. The yield is 0.760. (6) The reactants are [OH:1][C:2]1[C:7]2[C@@:8]3([OH:46])[C@@:21]([O:25][CH3:26])([C@H:22]([OH:24])[CH2:23][C:6]=2[CH:5]=[C:4]([CH3:47])[C:3]=1[C:48]([O:50][CH3:51])=[O:49])[C:20](=[O:27])[C:19]1[C:10](=[CH:11][C:12]2[C:13](=[O:44])[C:14]([NH:30][C@@H:31]4[C@H:36]([O:37][CH3:38])[C:35](=[N:39][OH:40])[C@@H:34]([O:41][CH3:42])[C@H:33]([CH3:43])[O:32]4)=[CH:15][C:16](=[O:29])[C:17]=2[C:18]=1[OH:28])[C:9]3=[O:45].Cl.O(N)[CH3:54].N1C=CC=CC=1. The product is [CH3:38][O:37][C@H:36]1[C@@H:31]([NH:30][C:14]2[C:13](=[O:44])[C:12]3[CH:11]=[C:10]4[C:19]([C:20](=[O:27])[C@@:21]5([O:25][CH3:26])[C@@:8]([OH:46])([C:9]4=[O:45])[C:7]4[C:2]([OH:1])=[C:3]([C:48]([O:50][CH3:51])=[O:49])[C:4]([CH3:47])=[CH:5][C:6]=4[CH2:23][C@H:22]5[OH:24])=[C:18]([OH:28])[C:17]=3[C:16](=[O:29])[CH:15]=2)[O:32][C@@H:33]([CH3:43])[C@H:34]([O:41][CH3:42])/[C:35]/1=[N:39]/[O:40][CH3:54]. The yield is 0.540. The catalyst is CO. (7) The reactants are [F:1][C:2]([F:15])([F:14])[CH2:3][CH2:4][C:5]([N:11]=[C:12]=[O:13])(OC)[C:6]([OH:8])=O.CN([C:19]([O:23]N1N=NC2C=CC=NC1=2)=[N+](C)C)C.F[P-](F)(F)(F)(F)F.[C:40]([O:44][C:45]([N:47]1[CH2:51][CH2:50][CH2:49][CH:48]1[C:52]1[NH:53][C:54]([C:57]2[CH:62]=[CH:61][C:60]([C:63]3[CH:68]=[CH:67][C:66]([C:69]4[NH:70][C:71]([CH:74]5[CH2:78][CH2:77][CH2:76][NH:75]5)=[N:72][CH:73]=4)=[CH:65][CH:64]=3)=[CH:59][CH:58]=2)=[CH:55][N:56]=1)=[O:46])([CH3:43])([CH3:42])[CH3:41].C(N(C(C)C)CC)(C)C. The catalyst is CN(C)C=O.C(OCC)(=O)C. The product is [C:40]([O:44][C:45]([N:47]1[CH2:51][CH2:50][CH2:49][CH:48]1[C:52]1[NH:53][C:54]([C:57]2[CH:58]=[CH:59][C:60]([C:63]3[CH:68]=[CH:67][C:66]([C:69]4[NH:70][C:71]([CH:74]5[CH2:78][CH2:77][CH2:76][N:75]5[C:6](=[O:8])[CH:5]([NH:11][C:12]([O:23][CH3:19])=[O:13])[CH2:4][CH2:3][C:2]([F:1])([F:14])[F:15])=[N:72][CH:73]=4)=[CH:65][CH:64]=3)=[CH:61][CH:62]=2)=[CH:55][N:56]=1)=[O:46])([CH3:43])([CH3:41])[CH3:42]. The yield is 0.590. (8) The reactants are [Br:1][C:2]1[C:7]([OH:8])=[C:6]([Cl:9])[CH:5]=[CH:4][N:3]=1.[C:10](=O)([O-])[O-].[K+].[K+].IC. The catalyst is CC(C)=O. The product is [Br:1][C:2]1[C:7]([O:8][CH3:10])=[C:6]([Cl:9])[CH:5]=[CH:4][N:3]=1. The yield is 0.780. (9) The reactants are Cl[C:2]1[N:11]=[C:10]([C:12]2[CH:17]=[CH:16][CH:15]=[CH:14][C:13]=2[F:18])[C:9]2[C:4](=[CH:5][CH:6]=[CH:7][CH:8]=2)[N:3]=1.[CH2:19]([O:21][C:22]1[CH:23]=[C:24]([CH:33]=[CH:34][C:35]=1[O:36][CH3:37])[CH2:25][N:26]1[CH2:31][CH2:30][CH:29]([NH2:32])[CH2:28][CH2:27]1)[CH3:20]. The catalyst is CN1C(=O)CCC1. The product is [CH2:19]([O:21][C:22]1[CH:23]=[C:24]([CH:33]=[CH:34][C:35]=1[O:36][CH3:37])[CH2:25][N:26]1[CH2:27][CH2:28][CH:29]([NH:32][C:2]2[N:11]=[C:10]([C:12]3[CH:17]=[CH:16][CH:15]=[CH:14][C:13]=3[F:18])[C:9]3[C:4](=[CH:5][CH:6]=[CH:7][CH:8]=3)[N:3]=2)[CH2:30][CH2:31]1)[CH3:20]. The yield is 0.200.